This data is from Reaction yield outcomes from USPTO patents with 853,638 reactions. The task is: Predict the reaction yield, written as a fraction of the theoretical maximum amount of product (1.0 means a 100% yield; for example, 0.34 means a 34% yield). (1) The reactants are [O:1]1[CH2:6][CH2:5][N:4]([CH2:7][CH2:8][O:9][C:10]2[CH:18]=[C:17]3[C:13]([C:14]([C:26]4[CH:31]=[CH:30][C:29]([C:32]([F:35])([F:34])[F:33])=[CH:28][CH:27]=4)=[C:15]([C:20]4[CH:21]=[N:22][CH:23]=C[CH:25]=4)[C:16]3=[O:19])=[CH:12][CH:11]=2)[CH2:3][CH2:2]1.O1CC[N:39](CCOC2C=C3C(C(C4C=CC=CC=4)=C(Br)C3=O)=CC=2)CC1.N1C=C(B(O)O)C=NC=1. No catalyst specified. The product is [O:1]1[CH2:2][CH2:3][N:4]([CH2:7][CH2:8][O:9][C:10]2[CH:18]=[C:17]3[C:13]([C:14]([C:26]4[CH:27]=[CH:28][C:29]([C:32]([F:33])([F:35])[F:34])=[CH:30][CH:31]=4)=[C:15]([C:20]4[CH:25]=[N:39][CH:23]=[N:22][CH:21]=4)[C:16]3=[O:19])=[CH:12][CH:11]=2)[CH2:5][CH2:6]1. The yield is 0.250. (2) The reactants are [CH3:1][O:2][C:3]1[C:19]([O:20][CH3:21])=[C:18]([O:22][CH3:23])[CH:17]=[C:16]([CH3:24])[C:4]=1[C:5]([C:7]1[C:8]([F:15])=[N:9][CH:10]=[C:11]([CH3:14])[C:12]=1I)=[O:6].[C:25](=O)([O-])[O-].[K+].[K+].CB1OB(C)OB(C)O1. The catalyst is C1C=CC([P]([Pd]([P](C2C=CC=CC=2)(C2C=CC=CC=2)C2C=CC=CC=2)([P](C2C=CC=CC=2)(C2C=CC=CC=2)C2C=CC=CC=2)[P](C2C=CC=CC=2)(C2C=CC=CC=2)C2C=CC=CC=2)(C2C=CC=CC=2)C2C=CC=CC=2)=CC=1.O1CCOCC1. The product is [CH3:1][O:2][C:3]1[C:19]([O:20][CH3:21])=[C:18]([O:22][CH3:23])[CH:17]=[C:16]([CH3:24])[C:4]=1[C:5]([C:7]1[C:8]([F:15])=[N:9][CH:10]=[C:11]([CH3:14])[C:12]=1[CH3:25])=[O:6]. The yield is 0.700. (3) The reactants are Br[C:2]1[CH:7]=[CH:6][C:5]([C@@H:8]([N:10]2[CH2:15][CH2:14][C:13]([CH2:19][CH2:20][CH2:21][OH:22])([CH:16]([CH3:18])[CH3:17])[O:12][C:11]2=[O:23])[CH3:9])=[CH:4][CH:3]=1.[CH3:24][C:25]1([CH3:41])[C:29]([CH3:31])([CH3:30])[O:28][B:27]([B:27]2[O:28][C:29]([CH3:31])([CH3:30])[C:25]([CH3:41])([CH3:24])[O:26]2)[O:26]1.C([O-])(=O)C.[K+].CCOC(C)=O. The catalyst is CS(C)=O.C1C=CC(P(C2C=CC=CC=2)[C-]2C=CC=C2)=CC=1.C1C=CC(P(C2C=CC=CC=2)[C-]2C=CC=C2)=CC=1.Cl[Pd]Cl.[Fe+2].O. The product is [OH:22][CH2:21][CH2:20][CH2:19][C:13]1([CH:16]([CH3:18])[CH3:17])[O:12][C:11](=[O:23])[N:10]([C@H:8]([C:5]2[CH:6]=[CH:7][C:2]([B:27]3[O:28][C:29]([CH3:31])([CH3:30])[C:25]([CH3:41])([CH3:24])[O:26]3)=[CH:3][CH:4]=2)[CH3:9])[CH2:15][CH2:14]1. The yield is 0.350. (4) The reactants are [C:1]([C:4]1[CH:5]=[C:6]([NH:10][C:11](=[O:13])[CH3:12])[CH:7]=[CH:8][CH:9]=1)(=[O:3])[CH3:2].[OH-].[Na+].[C:16]1(C)C=CC=CC=1.C1(C)C=CC(S(OC)(=O)=O)=CC=1. The catalyst is O.CCCCCCC.C(OCC)(=O)C. The product is [C:1]([C:4]1[CH:5]=[C:6]([N:10]([CH3:16])[C:11](=[O:13])[CH3:12])[CH:7]=[CH:8][CH:9]=1)(=[O:3])[CH3:2]. The yield is 1.00. (5) The reactants are [H-].[Na+].[F:3][C:4]([F:21])([F:20])[C:5]1[N:10]=[CH:9][C:8]([O:11][C:12]2[CH:19]=[CH:18][C:15]([CH:16]=O)=[CH:14][CH:13]=2)=[CH:7][N:6]=1.[CH2:22]1COCC1. The catalyst is [Br-].C[P+](C1C=CC=CC=1)(C1C=CC=CC=1)C1C=CC=CC=1. The product is [CH:16]([C:15]1[CH:18]=[CH:19][C:12]([O:11][C:8]2[CH:7]=[N:6][C:5]([C:4]([F:21])([F:20])[F:3])=[N:10][CH:9]=2)=[CH:13][CH:14]=1)=[CH2:22]. The yield is 0.604.